Dataset: Cav3 T-type calcium channel HTS with 100,875 compounds. Task: Binary Classification. Given a drug SMILES string, predict its activity (active/inactive) in a high-throughput screening assay against a specified biological target. (1) The result is 0 (inactive). The drug is O(P(=O)(Nc1ccc(cc1)C)C)c1c(OC)cccc1. (2) The molecule is S(=O)(=O)(N(C1CCCCC1)CC(=O)Nc1c(SC)cccc1)C. The result is 0 (inactive).